This data is from Catalyst prediction with 721,799 reactions and 888 catalyst types from USPTO. The task is: Predict which catalyst facilitates the given reaction. (1) Reactant: [Cl:1][C:2]1[N:10]=[C:9](N)[N:8]=[C:7]2[C:3]=1[N:4]=[CH:5][N:6]2[CH2:12][O:13][CH2:14][CH2:15][Si:16]([CH3:19])([CH3:18])[CH3:17].C(I)[I:21].N(OCCC(C)C)=O. Product: [Cl:1][C:2]1[N:10]=[C:9]([I:21])[N:8]=[C:7]2[C:3]=1[N:4]=[CH:5][N:6]2[CH2:12][O:13][CH2:14][CH2:15][Si:16]([CH3:19])([CH3:18])[CH3:17]. The catalyst class is: 356. (2) Reactant: [F:1][C:2]1[C:7]([NH2:8])=[CH:6][CH:5]=[CH:4][C:3]=1[N:9]([CH3:17])[CH:10]1[CH2:15][CH2:14][N:13]([CH3:16])[CH2:12][CH2:11]1.[Cl:18][C:19]1[CH:27]=[C:26]([F:28])[CH:25]=[CH:24][C:20]=1[C:21](Cl)=[O:22]. Product: [Cl:18][C:19]1[CH:27]=[C:26]([F:28])[CH:25]=[CH:24][C:20]=1[C:21]([NH:8][C:7]1[CH:6]=[CH:5][CH:4]=[C:3]([N:9]([CH3:17])[CH:10]2[CH2:15][CH2:14][N:13]([CH3:16])[CH2:12][CH2:11]2)[C:2]=1[F:1])=[O:22]. The catalyst class is: 169. (3) Reactant: [NH:1]1[CH2:6][CH2:5][CH:4]([CH:7]([C:9]2[N:13]3[N:14]=[CH:15][CH:16]=[CH:17][C:12]3=[C:11]([C:18]([O:20][CH2:21][CH3:22])=[O:19])[CH:10]=2)[CH3:8])[CH2:3][CH2:2]1.C(N(CC)CC)C.[C:30](O[C:30]([O:32][C:33]([CH3:36])([CH3:35])[CH3:34])=[O:31])([O:32][C:33]([CH3:36])([CH3:35])[CH3:34])=[O:31]. Product: [CH2:21]([O:20][C:18]([C:11]1[CH:10]=[C:9]([CH:7]([CH:4]2[CH2:5][CH2:6][N:1]([C:30]([O:32][C:33]([CH3:36])([CH3:35])[CH3:34])=[O:31])[CH2:2][CH2:3]2)[CH3:8])[N:13]2[C:12]=1[CH:17]=[CH:16][CH:15]=[N:14]2)=[O:19])[CH3:22]. The catalyst class is: 4. (4) Reactant: [Br:1][C:2]1[CH:3]=[C:4]2[C@:15]3([CH2:19][S:18][C:17]([NH2:20])=[N:16]3)[C:14]3[C:9](=[CH:10][CH:11]=[C:12](I)[CH:13]=3)[O:8][C:5]2=[N:6][CH:7]=1.C(=O)([O-])[O-].[K+].[K+].[F:28][C:29]1[CH:34]=[CH:33][N:32]=[CH:31][C:30]=1B(O)O.O1CCOCC1. Product: [Br:1][C:2]1[CH:3]=[C:4]2[C@:15]3([CH2:19][S:18][C:17]([NH2:20])=[N:16]3)[C:14]3[C:9](=[CH:10][CH:11]=[C:12]([C:30]4[CH:31]=[N:32][CH:33]=[CH:34][C:29]=4[F:28])[CH:13]=3)[O:8][C:5]2=[N:6][CH:7]=1. The catalyst class is: 103. (5) Reactant: [CH3:1][O:2][CH2:3][O:4][C:5]1[CH:10]=[CH:9][C:8]([CH2:11][CH2:12][C:13](OCC)=[O:14])=[C:7]([O:18][C:19]2[CH:24]=[CH:23][C:22]([C:25]([F:28])([F:27])[F:26])=[CH:21][N:20]=2)[CH:6]=1.[H-].[Al+3].[Li+].[H-].[H-].[H-].O.O.O.O.O.O.O.O.O.O.S([O-])([O-])(=O)=O.[Na+].[Na+]. The catalyst class is: 7. Product: [CH3:1][O:2][CH2:3][O:4][C:5]1[CH:10]=[CH:9][C:8]([CH2:11][CH2:12][CH2:13][OH:14])=[C:7]([O:18][C:19]2[CH:24]=[CH:23][C:22]([C:25]([F:26])([F:27])[F:28])=[CH:21][N:20]=2)[CH:6]=1.